From a dataset of Full USPTO retrosynthesis dataset with 1.9M reactions from patents (1976-2016). Predict the reactants needed to synthesize the given product. (1) Given the product [Cl:1][C:2]1[N:11]=[C:10]([NH:13][CH2:14][CH2:15][CH3:16])[C:9]2[C:4](=[CH:5][CH:6]=[CH:7][CH:8]=2)[N:3]=1, predict the reactants needed to synthesize it. The reactants are: [Cl:1][C:2]1[N:11]=[C:10](Cl)[C:9]2[C:4](=[CH:5][CH:6]=[CH:7][CH:8]=2)[N:3]=1.[NH2:13][C:14]1C=CC=[CH:16][CH:15]=1.C(N(CC)CC)C.C(OC(=O)C)C. (2) Given the product [CH:1]([C:3]1[CH:4]=[CH:5][C:6]([O:25][CH3:24])=[C:7]([CH:11]=1)[C:8]([O:10][CH3:15])=[O:9])=[O:2], predict the reactants needed to synthesize it. The reactants are: [CH:1]([C:3]1[CH:11]=[C:7]([C:8]([OH:10])=[O:9])[C:6](O)=[CH:5][CH:4]=1)=[O:2].IC.[C:15]([O-])([O-])=O.[K+].[K+].CN([CH:24]=[O:25])C. (3) Given the product [OH:15][C:9]([CH3:14])([CH3:10])[C:7]([C:1]1[CH:6]=[CH:5][CH:4]=[CH:3][CH:2]=1)=[O:8], predict the reactants needed to synthesize it. The reactants are: [C:1]1([C:7]([C:9]2([OH:15])[CH2:14]CCC[CH2:10]2)=[O:8])[CH:6]=[CH:5][CH:4]=[CH:3][CH:2]=1.C(OCCOC1C=CC=CC=1C)(=O)C=C. (4) The reactants are: C([O:3][C:4]([C:6]1[C:10]([C:11]2[CH:16]=[CH:15][CH:14]=[CH:13][CH:12]=2)=[CH:9][O:8][CH:7]=1)=O)C.[H-].C([Al+]CC(C)C)C(C)C.C(Cl)Cl. Given the product [C:11]1([C:10]2[C:6]([CH2:4][OH:3])=[CH:7][O:8][CH:9]=2)[CH:12]=[CH:13][CH:14]=[CH:15][CH:16]=1, predict the reactants needed to synthesize it. (5) Given the product [C:1]([N:5]([C:20](=[O:29])[C:21]1[CH:26]=[C:25]([CH3:27])[CH:24]=[C:23]([CH3:28])[CH:22]=1)[NH:6][C:7]([C:9]1[CH:10]=[CH:11][C:12]2[CH:18]([C:32]#[N:33])[O:19][B:15]([OH:16])[C:13]=2[CH:14]=1)=[O:8])([CH3:2])([CH3:3])[CH3:4], predict the reactants needed to synthesize it. The reactants are: [C:1]([N:5]([C:20](=[O:29])[C:21]1[CH:26]=[C:25]([CH3:27])[CH:24]=[C:23]([CH3:28])[CH:22]=1)[NH:6][C:7]([C:9]1[CH:10]=[CH:11][C:12]([CH:18]=[O:19])=[C:13]([B:15](O)[OH:16])[CH:14]=1)=[O:8])([CH3:4])([CH3:3])[CH3:2].C[Si](C)(C)[C:32]#[N:33]. (6) Given the product [F:1][C:2]1[CH:3]=[C:4]2[C:8](=[CH:9][C:10]=1[F:11])[NH:7][C:6]([C:12]1[CH:13]=[CH:14][C:15]([O:21][CH3:22])=[C:16]([NH:18][C:19]([NH:23][C@@H:24]([CH2:33][OH:34])[C@@H:25]([OH:26])[C:27]3[CH:32]=[CH:31][CH:30]=[CH:29][CH:28]=3)=[S:20])[CH:17]=1)=[CH:5]2, predict the reactants needed to synthesize it. The reactants are: [F:1][C:2]1[CH:3]=[C:4]2[C:8](=[CH:9][C:10]=1[F:11])[NH:7][C:6]([C:12]1[CH:13]=[CH:14][C:15]([O:21][CH3:22])=[C:16]([N:18]=[C:19]=[S:20])[CH:17]=1)=[CH:5]2.[NH2:23][C@@H:24]([CH2:33][OH:34])[C@H:25]([C:27]1[CH:32]=[CH:31][CH:30]=[CH:29][CH:28]=1)[OH:26]. (7) Given the product [CH3:1][C:2]1[O:6][C:5]([C:7]2[CH:8]=[CH:9][CH:10]=[CH:11][CH:12]=2)=[N:4][C:3]=1[CH2:13][O:14][C:15]1[CH:16]=[CH:17][C:18]([CH2:19][O:20]/[N:21]=[C:25](/[C:37]2[CH:38]=[CH:39][CH:40]=[CH:41][CH:42]=2)\[CH2:26][CH2:27][CH2:28][CH2:29][CH2:30][CH2:31][CH2:32][C:33]([OH:35])=[O:34])=[CH:22][CH:23]=1, predict the reactants needed to synthesize it. The reactants are: [CH3:1][C:2]1[O:6][C:5]([C:7]2[CH:12]=[CH:11][CH:10]=[CH:9][CH:8]=2)=[N:4][C:3]=1[CH2:13][O:14][C:15]1[CH:23]=[CH:22][C:18]([CH2:19][O:20][NH2:21])=[CH:17][CH:16]=1.O=[C:25]([C:37]1[CH:42]=[CH:41][CH:40]=[CH:39][CH:38]=1)[CH2:26][CH2:27][CH2:28][CH2:29][CH2:30][CH2:31][CH2:32][C:33]([O:35]C)=[O:34].Cl.C([O-])(=O)C.[Na+].[OH-].[Na+].